Dataset: Forward reaction prediction with 1.9M reactions from USPTO patents (1976-2016). Task: Predict the product of the given reaction. (1) Given the reactants [NH2:1][C:2]1[CH:3]=[C:4]([CH:40]=[C:41]([F:43])[CH:42]=1)[O:5][C:6]1[C:7]2[C:30]([Cl:31])=[CH:29][N:28]([CH2:32][O:33][CH2:34][CH2:35][Si:36]([CH3:39])([CH3:38])[CH3:37])[C:8]=2[N:9]=[C:10]([NH:12][C:13]2[CH:18]=[CH:17][C:16]([N:19]3[CH2:24][CH2:23][N:22]([CH3:25])[CH2:21][CH2:20]3)=[CH:15][C:14]=2[O:26][CH3:27])[N:11]=1.CCN(C(C)C)C(C)C.[C:53](Cl)(=[O:56])[CH:54]=[CH2:55], predict the reaction product. The product is: [Cl:31][C:30]1[C:7]2[C:6]([O:5][C:4]3[CH:3]=[C:2]([NH:1][C:53](=[O:56])[CH:54]=[CH2:55])[CH:42]=[C:41]([F:43])[CH:40]=3)=[N:11][C:10]([NH:12][C:13]3[CH:18]=[CH:17][C:16]([N:19]4[CH2:20][CH2:21][N:22]([CH3:25])[CH2:23][CH2:24]4)=[CH:15][C:14]=3[O:26][CH3:27])=[N:9][C:8]=2[N:28]([CH2:32][O:33][CH2:34][CH2:35][Si:36]([CH3:37])([CH3:38])[CH3:39])[CH:29]=1. (2) Given the reactants [NH2:1][C:2]1[N:7]=[C:6]([C:8]2[CH:13]=[CH:12][CH:11]=[CH:10][C:9]=2Br)[C:5]([C:15]2[CH:16]=[CH:17][C:18](=[O:24])[N:19]([CH:21]([CH3:23])[CH3:22])[N:20]=2)=[CH:4][N:3]=1.C([O-])(=O)C.[Na+], predict the reaction product. The product is: [NH2:1][C:2]1[N:7]=[C:6]([C:8]2[CH:9]=[CH:10][CH:11]=[CH:12][CH:13]=2)[C:5]([C:15]2[CH:16]=[CH:17][C:18](=[O:24])[N:19]([CH:21]([CH3:22])[CH3:23])[N:20]=2)=[CH:4][N:3]=1. (3) Given the reactants [Br:1]N1C(=O)CCC1=O.[Br:9][C:10]1[CH:11]=[C:12]([O:17][C:18]2[C:23]([F:24])=[C:22]([CH3:25])[CH:21]=[CH:20][C:19]=2[Cl:26])[CH:13]=[C:14]([Cl:16])[CH:15]=1, predict the reaction product. The product is: [Br:9][C:10]1[CH:11]=[C:12]([O:17][C:18]2[C:23]([F:24])=[C:22]([CH2:25][Br:1])[CH:21]=[CH:20][C:19]=2[Cl:26])[CH:13]=[C:14]([Cl:16])[CH:15]=1.